This data is from Full USPTO retrosynthesis dataset with 1.9M reactions from patents (1976-2016). The task is: Predict the reactants needed to synthesize the given product. The reactants are: Cl[C:2]1[N:7]=[C:6]([O:8][CH3:9])[C:5]([CH3:10])=[CH:4][N:3]=1.[C:11]([O:15][C:16](=[O:25])[NH:17][C@H:18]1[CH2:23][CH2:22][C@@H:21]([NH2:24])[CH2:20][CH2:19]1)([CH3:14])([CH3:13])[CH3:12].CCN(C(C)C)C(C)C.CC(O)C. Given the product [C:11]([O:15][C:16](=[O:25])[NH:17][C@H:18]1[CH2:19][CH2:20][C@@H:21]([NH:24][C:2]2[N:7]=[C:6]([O:8][CH3:9])[C:5]([CH3:10])=[CH:4][N:3]=2)[CH2:22][CH2:23]1)([CH3:14])([CH3:12])[CH3:13], predict the reactants needed to synthesize it.